The task is: Predict the reactants needed to synthesize the given product.. This data is from Full USPTO retrosynthesis dataset with 1.9M reactions from patents (1976-2016). (1) Given the product [Br:30][C:13]1[C:12](=[O:28])[N:11]([C:6]2[CH:5]=[C:4]([CH:9]=[CH:8][C:7]=2[Cl:10])[C:3]([O:2][CH3:1])=[O:29])[C:16]([CH3:17])=[CH:15][C:14]=1[O:18][CH2:19][C:20]1[CH:25]=[CH:24][C:23]([F:26])=[CH:22][C:21]=1[F:27].[CH3:1][O:2][C:3](=[O:29])[C:4]1[CH:9]=[CH:8][C:7]([Cl:10])=[C:6]([N:11]2[C:16]([CH3:17])=[CH:15][C:14]([O:18][CH2:19][C:20]3[CH:25]=[CH:24][C:23]([F:26])=[CH:22][C:21]=3[F:27])=[CH:13][C:12]2=[O:28])[CH:5]=1, predict the reactants needed to synthesize it. The reactants are: [CH3:1][O:2][C:3](=[O:29])[C:4]1[CH:9]=[CH:8][C:7]([Cl:10])=[C:6]([N:11]2[C:16]([CH3:17])=[CH:15][C:14]([O:18][CH2:19][C:20]3[CH:25]=[CH:24][C:23]([F:26])=[CH:22][C:21]=3[F:27])=[CH:13][C:12]2=[O:28])[CH:5]=1.[Br:30]NC(=O)CCC(N)=O. (2) Given the product [Cl:1][C:2]1[CH:3]=[CH:4][C:5]([N:13]2[CH2:18][CH2:17][N:16]([CH2:20][C:21]([C:23]3[CH:24]=[CH:25][C:26]4[O:31][CH2:30][C:29](=[O:32])[NH:28][C:27]=4[CH:33]=3)=[O:22])[CH2:15][CH2:14]2)=[C:6]2[C:11]=1[N:10]=[C:9]([CH3:12])[CH:8]=[CH:7]2, predict the reactants needed to synthesize it. The reactants are: [Cl:1][C:2]1[CH:3]=[CH:4][C:5]([N:13]2[CH2:18][CH2:17][NH:16][CH2:15][CH2:14]2)=[C:6]2[C:11]=1[N:10]=[C:9]([CH3:12])[CH:8]=[CH:7]2.Cl[CH2:20][C:21]([C:23]1[CH:24]=[CH:25][C:26]2[O:31][CH2:30][C:29](=[O:32])[NH:28][C:27]=2[CH:33]=1)=[O:22]. (3) The reactants are: C(OC([N:8]1[CH2:13][CH2:12][CH:11]([C:14]2[CH:19]=[C:18]([OH:20])[N:17]=[C:16]([N:21]3[CH2:26][CH2:25][O:24][CH2:23][CH2:22]3)[N:15]=2)[CH2:10][CH2:9]1)=O)(C)(C)C.[ClH:27]. Given the product [ClH:27].[N:21]1([C:16]2[N:17]=[C:18]([OH:20])[CH:19]=[C:14]([CH:11]3[CH2:12][CH2:13][NH:8][CH2:9][CH2:10]3)[N:15]=2)[CH2:26][CH2:25][O:24][CH2:23][CH2:22]1, predict the reactants needed to synthesize it. (4) Given the product [Br:1][C:2]1[CH:7]=[CH:6][N:5]2[C:8]([C:11]([NH:13][C:14]3[CH:15]=[C:16]([C:17](=[O:18])[NH:34][CH2:35][CH2:36][N:37]4[C@H:42]([CH3:43])[CH2:41][CH2:40][CH2:39][C@@H:38]4[CH3:44])[CH:20]=[CH:21][C:22]=3[F:23])=[O:12])=[CH:9][N:10]=[C:4]2[CH:3]=1, predict the reactants needed to synthesize it. The reactants are: [Br:1][C:2]1[CH:7]=[CH:6][N:5]2[C:8]([C:11]([NH:13][C:14]3[CH:15]=[C:16]([CH:20]=[CH:21][C:22]=3[F:23])[C:17](O)=[O:18])=[O:12])=[CH:9][N:10]=[C:4]2[CH:3]=1.S(Cl)(Cl)=O.NC1C=C(C=CC=1F)C([NH:34][CH2:35][CH2:36][N:37]1[C@H:42]([CH3:43])[CH2:41][CH2:40][CH2:39][C@@H:38]1[CH3:44])=O. (5) The reactants are: [Cl:1][C:2]1[CH:26]=[CH:25][C:24]([Cl:27])=[CH:23][C:3]=1[O:4][C:5]1[CH:10]=[CH:9][N:8]=[CH:7][C:6]=1[C:11](N1C2C(=CC=CC=2)CCC1)=[O:12].[CH:28]1([N:31]2[C:40]3[C:35](=[CH:36][CH:37]=[CH:38][CH:39]=3)[NH:34][CH2:33][CH2:32]2)[CH2:30][CH2:29]1. Given the product [CH:28]1([N:31]2[C:40]3[C:35](=[CH:36][CH:37]=[CH:38][CH:39]=3)[N:34]([C:11]([C:6]3[CH:7]=[N:8][CH:9]=[CH:10][C:5]=3[O:4][C:3]3[CH:23]=[C:24]([Cl:27])[CH:25]=[CH:26][C:2]=3[Cl:1])=[O:12])[CH2:33][CH2:32]2)[CH2:30][CH2:29]1, predict the reactants needed to synthesize it. (6) Given the product [F:9][C:6]1[CH:7]=[CH:8][C:3]([CH2:2][S:10]([CH2:11][CH2:12][OH:13])(=[O:15])=[O:20])=[CH:4][CH:5]=1, predict the reactants needed to synthesize it. The reactants are: Br[CH2:2][C:3]1[CH:8]=[CH:7][C:6]([F:9])=[CH:5][CH:4]=1.[SH:10][CH2:11][CH2:12][OH:13].C([O-])([O-])=[O:15].[K+].[K+].[OH2:20]. (7) Given the product [CH3:1][N:2]([CH:13]1[CH2:18][CH2:17][N:16]([C:22]2[CH:27]=[CH:26][N:25]=[CH:24][CH:23]=2)[C:15](=[O:19])[CH2:14]1)[C:3](=[O:12])[O:4][CH2:5][C:6]1[CH:11]=[CH:10][CH:9]=[CH:8][CH:7]=1, predict the reactants needed to synthesize it. The reactants are: [CH3:1][N:2]([CH:13]1[CH2:18][CH2:17][NH:16][C:15](=[O:19])[CH2:14]1)[C:3](=[O:12])[O:4][CH2:5][C:6]1[CH:11]=[CH:10][CH:9]=[CH:8][CH:7]=1.Cl.Br[C:22]1[CH:27]=[CH:26][N:25]=[CH:24][CH:23]=1.C([O-])([O-])=O.[Cs+].[Cs+].CC1(C)C2C(=C(P(C3C=CC=CC=3)C3C=CC=CC=3)C=CC=2)OC2C(P(C3C=CC=CC=3)C3C=CC=CC=3)=CC=CC1=2.